This data is from Reaction yield outcomes from USPTO patents with 853,638 reactions. The task is: Predict the reaction yield, written as a fraction of the theoretical maximum amount of product (1.0 means a 100% yield; for example, 0.34 means a 34% yield). (1) The reactants are [NH2:1][CH:2]([C:5]1[CH:10]=[CH:9][CH:8]=[C:7]([O:11][CH2:12][C:13]2[CH:18]=[CH:17][CH:16]=[CH:15][CH:14]=2)[CH:6]=1)[C:3]#N.Cl.CC[O:22][CH2:23]C.C[OH:26]. No catalyst specified. The product is [NH2:1][CH:2]([C:5]1[CH:10]=[CH:9][CH:8]=[C:7]([O:11][CH2:12][C:13]2[CH:18]=[CH:17][CH:16]=[CH:15][CH:14]=2)[CH:6]=1)[C:3]([O:22][CH3:23])=[O:26]. The yield is 0.700. (2) The reactants are Cl[C:2]1[C:3]([C:12]([F:15])([F:14])[F:13])=[CH:4][C:5]([N+:9]([O-:11])=[O:10])=[C:6]([NH2:8])[CH:7]=1.C(=O)([O-])[O-].[K+].[K+].[CH2:22]([SH:25])[CH2:23][CH3:24]. The catalyst is CN(C=O)C. The product is [N+:9]([C:5]1[CH:4]=[C:3]([C:12]([F:15])([F:14])[F:13])[C:2]([S:25][CH2:22][CH2:23][CH3:24])=[CH:7][C:6]=1[NH2:8])([O-:11])=[O:10]. The yield is 0.950. (3) The reactants are C([O-])(=O)C.[Na+].[N+:6]([C:9]1[CH:17]=[CH:16][CH:15]=[C:14]2[C:10]=1[CH:11]=[N:12][NH:13]2)([O-:8])=[O:7].C(Cl)(Cl)Cl.[Br:22]Br. The catalyst is C(O)(=O)C. The product is [Br:22][C:11]1[C:10]2[C:14](=[CH:15][CH:16]=[CH:17][C:9]=2[N+:6]([O-:8])=[O:7])[NH:13][N:12]=1. The yield is 0.920. (4) The product is [F:22][C:21]([F:23])([F:24])[O:20][C:17]1[CH:16]=[CH:15][C:14]([NH:13][CH2:12][C@@H:11]([NH2:10])[CH3:25])=[CH:19][CH:18]=1. The catalyst is C(O)C.[Pd]. The reactants are C(OC(=O)[NH:10][C@@H:11]([CH3:25])[CH2:12][NH:13][C:14]1[CH:19]=[CH:18][C:17]([O:20][C:21]([F:24])([F:23])[F:22])=[CH:16][CH:15]=1)C1C=CC=CC=1. The yield is 0.720. (5) The reactants are [CH3:1][O:2][C:3]1[N:4]=[CH:5][N:6]([CH3:10])[C:7]=1[CH2:8][NH2:9].[O-]S([O-])(=O)=O.[Na+].[Na+].[OH-].[K+].Br[CH2:21][CH2:22][CH2:23][C:24](Cl)=[O:25].[H-].[Na+]. The catalyst is C(Cl)Cl.[Br-].C([N+](CCCC)(CCCC)CCCC)CCC. The product is [CH3:1][O:2][C:3]1[N:4]=[CH:5][N:6]([CH3:10])[C:7]=1[CH2:8][N:9]1[CH2:21][CH2:22][CH2:23][C:24]1=[O:25]. The yield is 0.270. (6) The reactants are [CH2:1]([OH:14])[CH2:2][CH2:3][CH2:4][CH2:5][CH2:6][CH2:7][CH2:8][CH2:9][CH2:10][CH2:11][CH2:12][OH:13].N1C=CN=C1.[C:20]([Si:24](Cl)([C:31]1[CH:36]=[CH:35][CH:34]=[CH:33][CH:32]=1)[C:25]1[CH:30]=[CH:29][CH:28]=[CH:27][CH:26]=1)([CH3:23])([CH3:22])[CH3:21]. The catalyst is CN(C=O)C. The product is [Si:24]([O:14][CH2:1][CH2:2][CH2:3][CH2:4][CH2:5][CH2:6][CH2:7][CH2:8][CH2:9][CH2:10][CH2:11][CH2:12][OH:13])([C:20]([CH3:23])([CH3:22])[CH3:21])([C:31]1[CH:32]=[CH:33][CH:34]=[CH:35][CH:36]=1)[C:25]1[CH:30]=[CH:29][CH:28]=[CH:27][CH:26]=1. The yield is 0.460.